Dataset: Forward reaction prediction with 1.9M reactions from USPTO patents (1976-2016). Task: Predict the product of the given reaction. (1) Given the reactants [F:1][C:2]1([F:30])[CH2:7][CH2:6][C@H:5]([NH:8]C(=O)OC(C)(C)C)[C@@H:4]([CH2:16][O:17][C:18]2[CH:23]=[CH:22][C:21]([N:24]3[CH:28]=[C:27]([CH3:29])[CH:26]=[N:25]3)=[CH:20][CH:19]=2)[CH2:3]1.[ClH:31].CCOC(C)=O, predict the reaction product. The product is: [ClH:31].[F:30][C:2]1([F:1])[CH2:7][CH2:6][C@H:5]([NH2:8])[C@@H:4]([CH2:16][O:17][C:18]2[CH:23]=[CH:22][C:21]([N:24]3[CH:28]=[C:27]([CH3:29])[CH:26]=[N:25]3)=[CH:20][CH:19]=2)[CH2:3]1. (2) The product is: [CH3:1][C:2]1([C:15]([O:17][CH2:18][CH3:19])=[O:16])[CH2:7][CH2:6][NH:5][CH2:4][CH2:3]1. Given the reactants [CH3:1][C:2]1([C:15]([O:17][CH2:18][CH3:19])=[O:16])[CH2:7][CH2:6][N:5](C(OC(C)(C)C)=O)[CH2:4][CH2:3]1, predict the reaction product. (3) Given the reactants [CH3:1][C:2]1([CH3:30])[C:10]2[C:5](=[CH:6][C:7]([NH:11][C:12]3[N:28]=[C:15]4[CH:16]=[CH:17][CH:18]=[C:19]([C:20]([CH:22]5[CH2:27][CH2:26][O:25][CH2:24][CH2:23]5)=[CH2:21])[N:14]4[N:13]=3)=[CH:8][CH:9]=2)[NH:4][C:3]1=[O:29].C[Si](C[Mg]Cl)(C)C.[Cl-].[NH4+], predict the reaction product. The product is: [CH3:30][C:2]1([CH3:1])[C:10]2[C:5](=[CH:6][C:7]([NH:11][C:12]3[N:28]=[C:15]4[CH:16]=[CH:17][CH:18]=[C:19]([CH:20]([CH:22]5[CH2:27][CH2:26][O:25][CH2:24][CH2:23]5)[CH3:21])[N:14]4[N:13]=3)=[CH:8][CH:9]=2)[NH:4][C:3]1=[O:29]. (4) Given the reactants [O:1]=[C:2]1[N:6]2[CH2:7][C@@H:8]([C:11]([OH:13])=O)[CH2:9][CH2:10][C@@H:5]2[CH2:4][O:3]1.[CH2:14]([N:16](CC)CC)C.ClC(OCC(C)C)=O.[Cl:29][C:30]1[C:31](NC)=[N:32][CH:33]=[CH:34][N:35]=1, predict the reaction product. The product is: [Cl:29][C:30]1[C:31]([CH2:14][NH:16][C:11]([C@@H:8]2[CH2:7][N:6]3[C:2](=[O:1])[O:3][CH2:4][C@H:5]3[CH2:10][CH2:9]2)=[O:13])=[N:32][CH:33]=[CH:34][N:35]=1. (5) Given the reactants [NH2:1][C:2]1[CH:3]=[C:4]2[C:9](=[C:10]([C:12]([N:14]([CH3:16])[CH3:15])=[O:13])[CH:11]=1)[N:8]=[CH:7][C:6]([C:17]#[N:18])=[C:5]2[NH:19][C:20]1[CH:25]=[CH:24][C:23]([F:26])=[C:22]([Cl:27])[CH:21]=1.[N:28]1[CH:33]=[CH:32][CH:31]=[C:30]([CH:34]=O)[CH:29]=1.[BH3-]C#N.[Na+], predict the reaction product. The product is: [Cl:27][C:22]1[CH:21]=[C:20]([NH:19][C:5]2[C:4]3[C:9](=[C:10]([C:12]([N:14]([CH3:15])[CH3:16])=[O:13])[CH:11]=[C:2]([NH:1][CH2:34][C:30]4[CH:29]=[N:28][CH:33]=[CH:32][CH:31]=4)[CH:3]=3)[N:8]=[CH:7][C:6]=2[C:17]#[N:18])[CH:25]=[CH:24][C:23]=1[F:26]. (6) Given the reactants [C:1]1([C:7]2[NH:11][N:10]=[C:9]([C:12]([NH:14][CH2:15][C:16]([OH:18])=O)=[O:13])[CH:8]=2)[CH:6]=[CH:5][CH:4]=[CH:3][CH:2]=1.CCN(C(C)C)C(C)C.C1C=CC2N(O)N=NC=2C=1.CCN=C=NCCCN(C)C.Cl.Cl.Cl.[CH3:52][C:53]1[CH:58]=[C:57]([CH3:59])[CH:56]=[CH:55][C:54]=1[NH:60][CH:61]1[CH2:66][CH2:65][NH:64][CH2:63][CH2:62]1, predict the reaction product. The product is: [CH3:52][C:53]1[CH:58]=[C:57]([CH3:59])[CH:56]=[CH:55][C:54]=1[NH:60][CH:61]1[CH2:66][CH2:65][N:64]([C:16](=[O:18])[CH2:15][NH:14][C:12]([C:9]2[CH:8]=[C:7]([C:1]3[CH:2]=[CH:3][CH:4]=[CH:5][CH:6]=3)[NH:11][N:10]=2)=[O:13])[CH2:63][CH2:62]1. (7) Given the reactants Br[CH2:2][C:3]([C:5]1[C:10]([CH3:11])=[CH:9][C:8]([O:12][C:13]2[N:18]=[CH:17][C:16]([O:19][CH3:20])=[CH:15][N:14]=2)=[CH:7][C:6]=1[CH3:21])=O.[NH2:22][C:23]([NH2:25])=[S:24], predict the reaction product. The product is: [CH3:20][O:19][C:16]1[CH:15]=[N:14][C:13]([O:12][C:8]2[CH:9]=[C:10]([CH3:11])[C:5]([C:3]3[N:22]=[C:23]([NH2:25])[S:24][CH:2]=3)=[C:6]([CH3:21])[CH:7]=2)=[N:18][CH:17]=1.